This data is from Catalyst prediction with 721,799 reactions and 888 catalyst types from USPTO. The task is: Predict which catalyst facilitates the given reaction. (1) Reactant: CN1CCOCC1.Cl.[F:9][C:10]([F:15])([F:14])[CH2:11][CH2:12][NH2:13].[I:16][C:17]1[CH:22]=[CH:21][C:20]([S:23](Cl)(=[O:25])=[O:24])=[CH:19][CH:18]=1. Product: [I:16][C:17]1[CH:22]=[CH:21][C:20]([S:23]([NH:13][CH2:12][CH2:11][C:10]([F:15])([F:14])[F:9])(=[O:25])=[O:24])=[CH:19][CH:18]=1. The catalyst class is: 3. (2) Reactant: [Cl:1][C:2]1[C:3]([CH2:12][CH:13]=[N:14][C:15](=[O:26])[C:16]2[CH:21]=[CH:20][CH:19]=[CH:18][C:17]=2[C:22]([F:25])([F:24])[F:23])=[N:4][CH:5]=[C:6]([C:8]([F:11])([F:10])[F:9])[CH:7]=1.S(=O)(=O)(O)O.Cl[CH2:33]Cl.[OH2:35]. Product: [Cl:1][C:2]1[C:3]([CH2:12][CH:13]([NH:14][C:15](=[O:26])[C:16]2[CH:21]=[CH:20][CH:19]=[CH:18][C:17]=2[C:22]([F:23])([F:24])[F:25])[O:35][CH3:33])=[N:4][CH:5]=[C:6]([C:8]([F:9])([F:11])[F:10])[CH:7]=1. The catalyst class is: 5. (3) Reactant: [NH2:1][CH:2]([CH2:5][OH:6])[CH2:3][OH:4].[Br:7][C:8]1[S:12][C:11]([S:13](Cl)(=[O:15])=[O:14])=[CH:10][CH:9]=1.C(N(CC)CC)C. Product: [OH:4][CH2:3][CH:2]([NH:1][S:13]([C:11]1[S:12][C:8]([Br:7])=[CH:9][CH:10]=1)(=[O:15])=[O:14])[CH2:5][OH:6]. The catalyst class is: 1. (4) Reactant: Cl[C:2]1[N:7]=[CH:6][C:5]([Cl:8])=[CH:4][N:3]=1.[C:9]([O:13][C:14]([NH:16][CH2:17][C:18]1[CH:23]=[CH:22][C:21](B(O)O)=[CH:20][CH:19]=1)=[O:15])([CH3:12])([CH3:11])[CH3:10].C([O-])([O-])=O.[Na+].[Na+]. Product: [C:9]([O:13][C:14](=[O:15])[NH:16][CH2:17][C:18]1[CH:19]=[CH:20][C:21]([C:2]2[N:7]=[CH:6][C:5]([Cl:8])=[CH:4][N:3]=2)=[CH:22][CH:23]=1)([CH3:12])([CH3:10])[CH3:11]. The catalyst class is: 12. (5) Reactant: [CH3:1][O:2][CH2:3][CH2:4][O:5][C:6]1[CH:11]=[CH:10][C:9]([S:12][C:13]2[CH:18]=[CH:17][C:16]([O:19][CH2:20][CH2:21][O:22][CH3:23])=[CH:15][CH:14]=2)=[CH:8][CH:7]=1.OO.O.O.O.O.O.S([O-])([O-])(=[O:33])=S.[Na+].[Na+].O. Product: [CH3:23][O:22][CH2:21][CH2:20][O:19][C:16]1[CH:17]=[CH:18][C:13]([S:12]([C:9]2[CH:8]=[CH:7][C:6]([O:5][CH2:4][CH2:3][O:2][CH3:1])=[CH:11][CH:10]=2)=[O:33])=[CH:14][CH:15]=1. The catalyst class is: 15. (6) Reactant: [CH:1]1([C:4]2[CH:5]=[C:6]([NH:9][C:10]3[C:19]4[C:14](=[CH:15][CH:16]=[CH:17][CH:18]=4)[N:13]=[C:12]([S:20][C:21]4[CH:26]=[CH:25][CH:24]=[C:23]([C:27]([O:29]C)=[O:28])[CH:22]=4)[N:11]=3)[NH:7][N:8]=2)[CH2:3][CH2:2]1.[Li+].[OH-].Cl. Product: [C:27]([C:23]1[CH:22]=[C:21]([S:20][C:12]2[N:11]=[C:10]([NH:9][C:6]3[NH:7][N:8]=[C:4]([CH:1]4[CH2:2][CH2:3]4)[CH:5]=3)[C:19]3[C:14](=[CH:15][CH:16]=[CH:17][CH:18]=3)[N:13]=2)[CH:26]=[CH:25][CH:24]=1)([OH:29])=[O:28]. The catalyst class is: 20. (7) Reactant: [CH3:1][C:2]1[CH:16]=[CH:15][C:5]([C:6]([C:8]2[CH:13]=[CH:12][C:11]([CH3:14])=[CH:10][CH:9]=2)=[O:7])=[CH:4][CH:3]=1.[CH3:17][O:18][C:19]1[CH:24]=[CH:23][C:22]([Mg]Br)=[CH:21][CH:20]=1.C(Cl)Cl.CCCCCC. Product: [CH3:17][O:18][C:19]1[CH:24]=[CH:23][C:22]([C:6]([OH:7])([C:8]2[CH:13]=[CH:12][C:11]([CH3:14])=[CH:10][CH:9]=2)[C:5]2[CH:4]=[CH:3][C:2]([CH3:1])=[CH:16][CH:15]=2)=[CH:21][CH:20]=1. The catalyst class is: 1.